Dataset: Full USPTO retrosynthesis dataset with 1.9M reactions from patents (1976-2016). Task: Predict the reactants needed to synthesize the given product. (1) Given the product [CH2:1]([C:3]1[CH:8]=[CH:7][C:6]([NH2:9])=[C:5]([N+:13]([O-:15])=[O:14])[CH:4]=1)[CH3:2], predict the reactants needed to synthesize it. The reactants are: [CH2:1]([C:3]1[CH:8]=[CH:7][C:6]([NH:9]C(=O)C)=[C:5]([N+:13]([O-:15])=[O:14])[CH:4]=1)[CH3:2].Cl.C([O-])(O)=O.[Na+]. (2) Given the product [O:17]1[C:22]2[CH:23]=[CH:24][C:25]([CH2:27][NH:28][C:2]3[N:7]=[C:6]([NH:8][C:9]4[CH:14]=[CH:13][CH:12]=[C:11]([OH:15])[CH:10]=4)[C:5]([F:16])=[CH:4][N:3]=3)=[CH:26][C:21]=2[O:20][CH2:19][CH2:18]1, predict the reactants needed to synthesize it. The reactants are: Cl[C:2]1[N:7]=[C:6]([NH:8][C:9]2[CH:14]=[CH:13][CH:12]=[C:11]([OH:15])[CH:10]=2)[C:5]([F:16])=[CH:4][N:3]=1.[O:17]1[C:22]2[CH:23]=[CH:24][C:25]([CH2:27][NH2:28])=[CH:26][C:21]=2[O:20][CH2:19][CH2:18]1. (3) Given the product [Cl:30][C:12]1[N:11]=[C:10]([F:31])[C:9]2[O:8][C:5]3[C:4]([C@@:15]4([CH2:20][CH2:19][O:18][C:17]([NH2:21])=[N:16]4)[C:14]=2[CH:13]=1)=[CH:3][C:2]([NH2:1])=[CH:7][CH:6]=3, predict the reactants needed to synthesize it. The reactants are: [NH2:1][C:2]1[CH:3]=[C:4]2[C@@:15]3([CH2:20][CH2:19][O:18]/[C:17](=[N:21]\C(=O)C4C=CC=CC=4)/[NH:16]3)[C:14]3[CH:13]=[C:12]([Cl:30])[N:11]=[C:10]([F:31])[C:9]=3[O:8][C:5]2=[CH:6][CH:7]=1.N.CO. (4) Given the product [CH:59]12[CH2:60][CH:56]([CH2:57][CH2:58]1)[CH2:55][CH:54]2[NH:22][C:2]1[CH:7]=[CH:6][C:5]([S:8]([NH:11][CH2:12][CH:13]2[CH2:17][CH2:16][CH2:15][O:14]2)(=[O:10])=[O:9])=[C:4]([C:18]([F:21])([F:20])[F:19])[CH:3]=1, predict the reactants needed to synthesize it. The reactants are: Br[C:2]1[CH:7]=[CH:6][C:5]([S:8]([NH:11][CH2:12][CH:13]2[CH2:17][CH2:16][CH2:15][O:14]2)(=[O:10])=[O:9])=[C:4]([C:18]([F:21])([F:20])[F:19])[CH:3]=1.[NH2:22]C12CC(CC1)CC2.C1C=CC(P([C:56]2[C:57](C3C(P(C4C=CC=CC=4)C4C=CC=CC=4)=C[CH:60]=[C:59]4[C:54]=3[CH:55]=[CH:56][CH:57]=[CH:58]4)=[C:58]3[C:59]([CH:60]=CC=C3)=[CH:54][CH:55]=2)C2C=CC=CC=2)=CC=1.C(=O)([O-])[O-].[Cs+].[Cs+]. (5) Given the product [O:39]=[C:40]1[CH:45]([N:46]2[C:54](=[O:55])[C:53]3[C:48](=[CH:49][CH:50]=[CH:51][C:52]=3[NH:1][CH2:2][CH2:3][O:4][CH2:5][CH2:6][O:7][CH2:8][CH2:9][N:10]3[C:14](=[O:15])/[C:13](=[CH:16]/[C:17]4[CH:35]=[CH:34][C:20]([O:21][C:22]5[CH:29]=[CH:28][C:25]([C:26]#[N:27])=[CH:24][C:23]=5[C:30]([F:32])([F:31])[F:33])=[C:19]([O:36][CH3:37])[CH:18]=4)/[S:12][C:11]3=[O:38])[C:47]2=[O:57])[CH2:44][CH2:43][C:42](=[O:58])[NH:41]1, predict the reactants needed to synthesize it. The reactants are: [NH2:1][CH2:2][CH2:3][O:4][CH2:5][CH2:6][O:7][CH2:8][CH2:9][N:10]1[C:14](=[O:15])/[C:13](=[CH:16]/[C:17]2[CH:35]=[CH:34][C:20]([O:21][C:22]3[CH:29]=[CH:28][C:25]([C:26]#[N:27])=[CH:24][C:23]=3[C:30]([F:33])([F:32])[F:31])=[C:19]([O:36][CH3:37])[CH:18]=2)/[S:12][C:11]1=[O:38].[O:39]=[C:40]1[CH:45]([N:46]2[C:54](=[O:55])[C:53]3[C:48](=[CH:49][CH:50]=[CH:51][C:52]=3F)[C:47]2=[O:57])[CH2:44][CH2:43][C:42](=[O:58])[NH:41]1.C(N(C(C)C)C(C)C)C. (6) Given the product [Cl:1][C:2]1[CH:7]=[CH:6][C:5]([C:18]2[CH2:23][CH2:22][C:21]([CH3:24])([CH3:25])[CH2:20][C:19]=2[CH2:26][N:27]2[CH2:44][CH2:43][N:30]3[C:31]4[C:36]([CH2:37][CH2:38][C@@H:29]3[CH2:28]2)=[CH:35][C:34]([C:39]([O:41][CH3:42])=[O:40])=[CH:33][CH:32]=4)=[CH:4][CH:3]=1, predict the reactants needed to synthesize it. The reactants are: [Cl:1][C:2]1[CH:7]=[CH:6][C:5](B(O)O)=[CH:4][CH:3]=1.C([O-])([O-])=O.[Na+].[Na+].Br[C:18]1[CH2:23][CH2:22][C:21]([CH3:25])([CH3:24])[CH2:20][C:19]=1[CH2:26][N:27]1[CH2:44][CH2:43][N:30]2[C:31]3[C:36]([CH2:37][CH2:38][C@@H:29]2[CH2:28]1)=[CH:35][C:34]([C:39]([O:41][CH3:42])=[O:40])=[CH:33][CH:32]=3.